From a dataset of Reaction yield outcomes from USPTO patents with 853,638 reactions. Predict the reaction yield, written as a fraction of the theoretical maximum amount of product (1.0 means a 100% yield; for example, 0.34 means a 34% yield). The reactants are Br[C:2]1[CH:3]=[N:4][CH:5]=[C:6]([N:10]2[CH2:21][CH2:20][N:19]3[C:12](=[CH:13][C:14]4[CH2:15][C:16]([CH3:23])([CH3:22])[CH2:17][C:18]=43)[C:11]2=[O:24])[C:7]=1[CH:8]=[O:9].[CH3:25][N:26]1[CH:31]=[C:30](B2OC(C)(C)C(C)(C)O2)[CH:29]=[C:28]([NH:41][C:42]2[CH:47]=[CH:46][N:45]=[C:44]([CH3:48])[N:43]=2)[C:27]1=[O:49].[O-]P([O-])([O-])=O.[K+].[K+].[K+].C([O-])(=O)C.[Na+]. The catalyst is C1C=CC(P(C2C=CC=CC=2)[C-]2C=CC=C2)=CC=1.C1C=CC(P(C2C=CC=CC=2)[C-]2C=CC=C2)=CC=1.Cl[Pd]Cl.[Fe+2].O.C(#N)C. The product is [CH3:22][C:16]1([CH3:23])[CH2:15][C:14]2[CH:13]=[C:12]3[N:19]([CH2:20][CH2:21][N:10]([C:6]4[CH:5]=[N:4][CH:3]=[C:2]([C:30]5[CH:29]=[C:28]([NH:41][C:42]6[CH:47]=[CH:46][N:45]=[C:44]([CH3:48])[N:43]=6)[C:27](=[O:49])[N:26]([CH3:25])[CH:31]=5)[C:7]=4[CH:8]=[O:9])[C:11]3=[O:24])[C:18]=2[CH2:17]1. The yield is 0.530.